From a dataset of HIV replication inhibition screening data with 41,000+ compounds from the AIDS Antiviral Screen. Binary Classification. Given a drug SMILES string, predict its activity (active/inactive) in a high-throughput screening assay against a specified biological target. The compound is O=C(O)c1ccc(CS(=O)(=O)c2ccc([N+](=O)[O-])cc2)cc1. The result is 0 (inactive).